Dataset: Reaction yield outcomes from USPTO patents with 853,638 reactions. Task: Predict the reaction yield, written as a fraction of the theoretical maximum amount of product (1.0 means a 100% yield; for example, 0.34 means a 34% yield). (1) The reactants are Cl.[NH2:2][OH:3].CC(O)=O.[Cl:8][C:9]1[C:14]([CH:15]=O)=[C:13]([Cl:17])[N:12]=[C:11]([S:18][CH3:19])[N:10]=1. The catalyst is CCO. The product is [Cl:8][C:9]1[C:14]([CH:15]=[N:2][OH:3])=[C:13]([Cl:17])[N:12]=[C:11]([S:18][CH3:19])[N:10]=1. The yield is 0.800. (2) The reactants are [CH3:1][C:2]1[O:6][N:5]=[C:4]([C:7]2[CH:12]=[CH:11][N:10]=[CH:9][CH:8]=2)[C:3]=1[CH2:13][O:14][C:15]1[CH:23]=[CH:22][C:18]([C:19]([OH:21])=O)=[CH:17][N:16]=1.[NH2:24][CH:25]1[CH2:30][CH2:29][O:28][CH2:27][CH2:26]1. No catalyst specified. The product is [CH3:1][C:2]1[O:6][N:5]=[C:4]([C:7]2[CH:8]=[CH:9][N:10]=[CH:11][CH:12]=2)[C:3]=1[CH2:13][O:14][C:15]1[CH:23]=[CH:22][C:18]([C:19]([NH:24][CH:25]2[CH2:30][CH2:29][O:28][CH2:27][CH2:26]2)=[O:21])=[CH:17][N:16]=1. The yield is 0.700. (3) The reactants are [Cl:1][C:2]1[CH:3]=[CH:4][C:5]([CH2:8][O:9][C:10]2[CH:15]=[CH:14][N:13]([C:16]3[CH:24]=[C:23]4[C:19]([C:20]5[CH2:29][CH2:28][NH:27][CH2:26][C:21]=5[N:22]4[CH3:25])=[CH:18][CH:17]=3)[C:12](=[O:30])[CH:11]=2)=[N:6][CH:7]=1.C=O.[BH-](OC(C)=O)(OC(C)=O)O[C:35](C)=O.[Na+].C1(N)C(F)=C(F)C(F)=C(N)C=1F.[ClH:59].Cl. The catalyst is C(Cl)Cl.CO. The product is [ClH:1].[ClH:59].[Cl:1][C:2]1[CH:3]=[CH:4][C:5]([CH2:8][O:9][C:10]2[CH:15]=[CH:14][N:13]([C:16]3[CH:24]=[C:23]4[C:19]([C:20]5[CH2:29][CH2:28][N:27]([CH3:35])[CH2:26][C:21]=5[N:22]4[CH3:25])=[CH:18][CH:17]=3)[C:12](=[O:30])[CH:11]=2)=[N:6][CH:7]=1. The yield is 0.860.